This data is from Catalyst prediction with 721,799 reactions and 888 catalyst types from USPTO. The task is: Predict which catalyst facilitates the given reaction. (1) Reactant: CS(O[CH2:6][CH2:7][CH2:8][CH2:9][N:10]([CH:37]=[O:38])[C:11]1[CH:12]=[N:13][N:14]([CH3:36])[C:15]=1[NH:16][C:17]([C:30]1[CH:35]=[CH:34][CH:33]=[CH:32][CH:31]=1)([C:24]1[CH:29]=[CH:28][CH:27]=[CH:26][CH:25]=1)[C:18]1[CH:23]=[CH:22][CH:21]=[CH:20][CH:19]=1)(=O)=O.[N-:39]=[N+:40]=[N-:41].[Na+].O. Product: [N:39]([CH2:6][CH2:7][CH2:8][CH2:9][N:10]([C:11]1[CH:12]=[N:13][N:14]([CH3:36])[C:15]=1[NH:16][C:17]([C:30]1[CH:35]=[CH:34][CH:33]=[CH:32][CH:31]=1)([C:24]1[CH:29]=[CH:28][CH:27]=[CH:26][CH:25]=1)[C:18]1[CH:23]=[CH:22][CH:21]=[CH:20][CH:19]=1)[CH:37]=[O:38])=[N+:40]=[N-:41]. The catalyst class is: 3. (2) Reactant: C([O:4][C@H:5]1[O:22][C@H:21]([CH2:23][N:24]=[N+:25]=[N-:26])[C@@H:16]([O:17][C:18](=[O:20])[CH3:19])[C@H:11]([O:12][C:13](=[O:15])[CH3:14])[C@H:6]1[O:7][C:8](=[O:10])[CH3:9])(=O)C.C(N)C1C=CC=CC=1. Product: [C:8]([O:7][C@@H:6]1[C@@H:11]([O:12][C:13](=[O:15])[CH3:14])[C@H:16]([O:17][C:18](=[O:20])[CH3:19])[C@@H:21]([CH2:23][N:24]=[N+:25]=[N-:26])[O:22][C@@H:5]1[OH:4])(=[O:10])[CH3:9]. The catalyst class is: 1. (3) Reactant: [NH:1]1[C:9]2[C:4](=[CH:5][C:6]([NH:10][C:11](=[O:23])[C:12]3[CH:17]=[CH:16][C:15]([CH3:18])=[CH:14][C:13]=3[O:19][CH:20]([CH3:22])[CH3:21])=[CH:7][CH:8]=2)[CH2:3][CH2:2]1.Cl.Cl.[N:26]1[CH:31]=[CH:30][CH:29]=[CH:28][C:27]=1[CH2:32][C:33](O)=[O:34].O.ON1C2C=CC=CC=2N=N1.CN(C)CCCN=C=NCC. Product: [CH:20]([O:19][C:13]1[CH:14]=[C:15]([CH3:18])[CH:16]=[CH:17][C:12]=1[C:11]([NH:10][C:6]1[CH:5]=[C:4]2[C:9](=[CH:8][CH:7]=1)[N:1]([C:33](=[O:34])[CH2:32][C:27]1[CH:28]=[CH:29][CH:30]=[CH:31][N:26]=1)[CH2:2][CH2:3]2)=[O:23])([CH3:21])[CH3:22]. The catalyst class is: 255. (4) Reactant: [CH2:1]([N:8]([CH2:12][Si](C)(C)C)[CH2:9]OC)[C:2]1[CH:7]=[CH:6][CH:5]=[CH:4][CH:3]=1.[C:17]([O:23][CH2:24][CH3:25])(=[O:22])/[CH:18]=[CH:19]\[CH2:20][CH3:21]. Product: [CH2:1]([N:8]1[CH2:9][C@H:19]([CH2:20][CH3:21])[C@H:18]([C:17]([O:23][CH2:24][CH3:25])=[O:22])[CH2:12]1)[C:2]1[CH:3]=[CH:4][CH:5]=[CH:6][CH:7]=1. The catalyst class is: 157. (5) Reactant: [Cl:1][C:2]1[CH:3]=[C:4]2[C:8](=[CH:9][CH:10]=1)[N:7]([C:11]1[N:15]([CH3:16])[N:14]=[C:13]([CH3:17])[C:12]=1[CH:18]=O)[CH:6]=[CH:5]2.[C:20]([OH:25])(=[O:24])[C:21]([CH3:23])=[O:22].C(=O)([O-])[O-].[Na+].[Na+]. Product: [Cl:1][C:2]1[CH:3]=[C:4]2[C:8](=[CH:9][CH:10]=1)[N:7]([C:11]1[N:15]([CH3:16])[N:14]=[C:13]([CH3:17])[C:12]=1/[CH:18]=[CH:23]/[C:21](=[O:22])[C:20]([OH:25])=[O:24])[CH:6]=[CH:5]2. The catalyst class is: 24.